From a dataset of Experimentally validated miRNA-target interactions with 360,000+ pairs, plus equal number of negative samples. Binary Classification. Given a miRNA mature sequence and a target amino acid sequence, predict their likelihood of interaction. (1) The miRNA is hsa-miR-374b-5p with sequence AUAUAAUACAACCUGCUAAGUG. The protein sequence of the target gene is MVIIGPRGPGSQRLLLSLLLLAAWEVGSGQLHYSVYEEAKHGTFVGRIAQDLGLELAELVPRLFRVASKRHGDLLEVNLQNGILFVNSRIDREKLCGRSAECSIHLEVIVDRPLQVFHVDVEVKDINDNPPVFREREQKVPVSESAPLDSHFPLEGASDADIGVNSLLTYALSLNENFELKIKTKKDKSILPELVLRKLLDREQTPKLNLLLMVIDGGKPELTGSVQIQITVLDVNDNGPAFDKPSYKVVLSENVQNDTRVIQLNASDPDEGLNGEISYGIKMILPVSEKCMFSINPDTG.... Result: 0 (no interaction). (2) The miRNA is hsa-miR-338-3p with sequence UCCAGCAUCAGUGAUUUUGUUG. The protein sequence of the target gene is MATTVPDGCRNGLKSKYYRLCDKAEAWGIVLETVATAGVVTSVAFMLTLPILVCKVQDSNRRKMLPTQFLFLLGVLGIFGLTFAFIIGLDGSTGPTRFFLFGILFSICFSCLLAHAVSLTKLVRGRKPLSLLVILGLAVGFSLVQDVIAIEYIVLTMNRTNVNVFSELSAPRRNEDFVLLLTYVLFLMALTFLMSSFTFCGSFTGWKRHGAHIYLTMLLSIAIWVAWITLLMLPDFDRRWDDTILSSALAANGWVFLLAYVSPEFWLLTKQRNPMDYPVEDAFCKPQLVKKSYGVENRAY.... Result: 1 (interaction). (3) The miRNA is gga-miR-146b-3p with sequence CCCUAUGGAUUCAGUUCUGC. The protein sequence of the target gene is MDPVPGTDSAPLAGLAWSSASAPPPRGFSAISCTVEGAPASFGKSFAQKSGYFLCLSSLGSLENPQENVVADIQIVVDKSPLPLGFSPVCDPMDSKASVSKKKRMCVKLLPLGATDTAVFDVRLSGKTKTVPGYLRIGDMGGFAIWCKKAKAPRPVPKPRGLSRDMQGLSLDAASQPSKGGLLERTASRLGSRASTLRRNDSIYEASSLYGISAMDGVPFTLHPRFEGKSCSPLAFSAFGDLTIKSLADIEEEYNYGFVVEKTAAARLPPSVS. Result: 0 (no interaction). (4) The miRNA is mmu-miR-343 with sequence UCUCCCUUCAUGUGCCCAGA. The protein sequence of the target gene is MVKLAKAGKTHGEAKKMAPPPKEVEEDSEDEEMSEDEDDSSGEEEVVIPQKKGKKATTTPAKKVVVSQTKKAAVPTPAKKAAVTPGKKAVATPAKKNITPAKVIPTPGKKGAAQAKALVPTPGKKGAATPAKGAKNGKNAKKEDSDEDEDEEDEDDSDEDEDDEEEDEFEPPIVKGVKPAKAAPAAPASEDEEDDEDEDDEEDDDEEEEDDSEEEVMEITTAKGKKTPAKVVPMKAKSVAEEEDDEEEDEDDEDEDDEEEDDEDDDEEEEEEEPVKAAPGKRKKEMTKQKEAPEAKKQKV.... Result: 1 (interaction). (5) The miRNA is hsa-miR-301a-3p with sequence CAGUGCAAUAGUAUUGUCAAAGC. The protein sequence of the target gene is MEAKTLGTVTPRKPVLSVSARKIKDNAADWHNLILKWETLNDAGFTTANNIANLKISLLNKDKIELDSSSPASKENEEKVCLEYNEELEKLCEELQATLDGLTKIQVKMEKLSSTTKGICELENYHYGEESKRPPLFHTWPTTHFYEVSHKLLEMYRKELLLKRTVAKELAHTGDPDLTLSYLSMWLHQPYVESDSRLHLESMLLETGHRAL. Result: 1 (interaction). (6) The protein sequence of the target gene is MQNYKYDKAIVAESKNGGSPALNNNPRKGGSKRVLLICLDLFCLFMAGLPFIIIETSTIKPYHRGFYCNDESIKYPQKTGETINDAVLTAVGIVIAILAIITGEFYRIYYLKEKSRSTIQNPYVAALYKQVGCFLFGCAISQSFTDIAKVSIGRLRPHFLNVCNPDFSQINCSVGYIQNYRCRGEDSKVQEARKSFFSGHASFSMYTMLYLVLYLQARFTWRGARLLRPLLQFTLIMMAFYTGLSRVSDHKHHPSDVLAGFAQGALVACCIVFFVSDLFKTKTTLSLPPSAIRKDMLSPV.... The miRNA is bta-miR-16a with sequence UAGCAGCACGUAAAUAUUGGUG. Result: 1 (interaction).